This data is from NCI-60 drug combinations with 297,098 pairs across 59 cell lines. The task is: Regression. Given two drug SMILES strings and cell line genomic features, predict the synergy score measuring deviation from expected non-interaction effect. (1) Drug 1: COC1=NC(=NC2=C1N=CN2C3C(C(C(O3)CO)O)O)N. Drug 2: CC1CCCC2(C(O2)CC(NC(=O)CC(C(C(=O)C(C1O)C)(C)C)O)C(=CC3=CSC(=N3)C)C)C. Cell line: KM12. Synergy scores: CSS=45.2, Synergy_ZIP=5.16, Synergy_Bliss=-0.306, Synergy_Loewe=-25.1, Synergy_HSA=3.02. (2) Drug 1: C1=NC2=C(N=C(N=C2N1C3C(C(C(O3)CO)O)F)Cl)N. Drug 2: CC(C)(C#N)C1=CC(=CC(=C1)CN2C=NC=N2)C(C)(C)C#N. Cell line: SR. Synergy scores: CSS=2.04, Synergy_ZIP=-0.933, Synergy_Bliss=-7.18, Synergy_Loewe=3.43, Synergy_HSA=-7.21. (3) Drug 1: C1=NC2=C(N1)C(=S)N=C(N2)N. Drug 2: CCCS(=O)(=O)NC1=C(C(=C(C=C1)F)C(=O)C2=CNC3=C2C=C(C=N3)C4=CC=C(C=C4)Cl)F. Cell line: SNB-75. Synergy scores: CSS=9.48, Synergy_ZIP=-3.52, Synergy_Bliss=0.227, Synergy_Loewe=-7.94, Synergy_HSA=-1.27. (4) Drug 1: C1CN(CCN1C(=O)CCBr)C(=O)CCBr. Drug 2: CC1=C(C(=O)C2=C(C1=O)N3CC4C(C3(C2COC(=O)N)OC)N4)N. Cell line: KM12. Synergy scores: CSS=40.1, Synergy_ZIP=-11.6, Synergy_Bliss=-9.37, Synergy_Loewe=-0.699, Synergy_HSA=-0.138.